From a dataset of CYP2C19 inhibition data for predicting drug metabolism from PubChem BioAssay. Regression/Classification. Given a drug SMILES string, predict its absorption, distribution, metabolism, or excretion properties. Task type varies by dataset: regression for continuous measurements (e.g., permeability, clearance, half-life) or binary classification for categorical outcomes (e.g., BBB penetration, CYP inhibition). Dataset: cyp2c19_veith. The molecule is CC(=O)Nc1ccc(N2CCCCC2)c(C(=O)Nc2cccc(C)c2)c1. The result is 1 (inhibitor).